Predict the reactants needed to synthesize the given product. From a dataset of Full USPTO retrosynthesis dataset with 1.9M reactions from patents (1976-2016). (1) Given the product [N:42]([CH2:25][C:22]1[CH:23]=[CH:24][C:19]([C:16]2[N:17]=[CH:18][N:14]([C:11]3[CH:12]=[CH:13][C:8]([O:7][C:2]([F:27])([F:1])[C:3]([F:6])([F:5])[F:4])=[CH:9][CH:10]=3)[N:15]=2)=[CH:20][CH:21]=1)=[N+:43]=[N-:44], predict the reactants needed to synthesize it. The reactants are: [F:1][C:2]([F:27])([O:7][C:8]1[CH:13]=[CH:12][C:11]([N:14]2[CH:18]=[N:17][C:16]([C:19]3[CH:24]=[CH:23][C:22]([CH2:25]O)=[CH:21][CH:20]=3)=[N:15]2)=[CH:10][CH:9]=1)[C:3]([F:6])([F:5])[F:4].C1(P([N:42]=[N+:43]=[N-:44])(C2C=CC=CC=2)=O)C=CC=CC=1.N1(C2CCCCCCCCCC2)CCCN=CCCCCC1. (2) Given the product [CH2:1]([O:8][C:9]1[C:14](=[O:15])[N:13]([CH3:16])[C:12]([CH:17]2[CH2:21][CH2:20][CH2:19][CH2:18]2)=[N:11][C:10]=1[C:22]([OH:24])=[O:23])[C:2]1[CH:3]=[CH:4][CH:5]=[CH:6][CH:7]=1, predict the reactants needed to synthesize it. The reactants are: [CH2:1]([O:8][C:9]1[C:14](=[O:15])[N:13]([CH3:16])[C:12]([CH:17]2[CH2:21][CH2:20][CH2:19][CH2:18]2)=[N:11][C:10]=1[C:22]([O:24]CC)=[O:23])[C:2]1[CH:7]=[CH:6][CH:5]=[CH:4][CH:3]=1.O[Li].O. (3) Given the product [F:14][C:15]1[CH:38]=[CH:37][CH:36]=[C:35]([F:39])[C:16]=1[CH2:17][O:18][C:19]1[C:20]2[N:21]([C:26]([C:30]3[CH:34]=[N:33][N:32]([CH2:10][C:11]([NH2:13])=[O:12])[CH:31]=3)=[C:27]([CH3:29])[N:28]=2)[CH:22]=[C:23]([CH3:25])[CH:24]=1, predict the reactants needed to synthesize it. The reactants are: CC(C)([O-])C.[K+].[I-].[K+].Br[CH2:10][C:11]([NH2:13])=[O:12].[F:14][C:15]1[CH:38]=[CH:37][CH:36]=[C:35]([F:39])[C:16]=1[CH2:17][O:18][C:19]1[C:20]2[N:21]([C:26]([C:30]3[CH:31]=[N:32][NH:33][CH:34]=3)=[C:27]([CH3:29])[N:28]=2)[CH:22]=[C:23]([CH3:25])[CH:24]=1. (4) Given the product [CH3:1][O:2][C:3](=[O:53])[C@@H:4]([NH:20][C:21]([C@@H:23]1[CH2:32][C:31]2[CH:30]=[C:29]3[O:33][CH2:34][C@H:35]([C:37]4[CH:42]=[CH:41][C:40]([O:43][CH2:44][C:45]5[CH:50]=[CH:49][C:48]([Cl:51])=[C:47]([Cl:52])[CH:46]=5)=[CH:39][CH:38]=4)[O:36][C:28]3=[CH:27][C:26]=2[CH2:25][N:24]1[S:63]([C:57]1[CH:58]=[CH:59][C:60]([CH3:62])=[CH:61][C:56]=1[O:55][CH3:54])(=[O:65])=[O:64])=[O:22])[CH2:5][C:6]1[CH:11]=[CH:10][C:9]([C:12]2[CH:13]=[CH:14][C:15]([C:18]#[N:19])=[CH:16][CH:17]=2)=[CH:8][CH:7]=1, predict the reactants needed to synthesize it. The reactants are: [CH3:1][O:2][C:3](=[O:53])[C@@H:4]([NH:20][C:21]([C@@H:23]1[CH2:32][C:31]2[CH:30]=[C:29]3[O:33][CH2:34][C@H:35]([C:37]4[CH:42]=[CH:41][C:40]([O:43][CH2:44][C:45]5[CH:50]=[CH:49][C:48]([Cl:51])=[C:47]([Cl:52])[CH:46]=5)=[CH:39][CH:38]=4)[O:36][C:28]3=[CH:27][C:26]=2[CH2:25][NH:24]1)=[O:22])[CH2:5][C:6]1[CH:11]=[CH:10][C:9]([C:12]2[CH:17]=[CH:16][C:15]([C:18]#[N:19])=[CH:14][CH:13]=2)=[CH:8][CH:7]=1.[CH3:54][O:55][C:56]1[CH:61]=[C:60]([CH3:62])[CH:59]=[CH:58][C:57]=1[S:63](Cl)(=[O:65])=[O:64].